From a dataset of Forward reaction prediction with 1.9M reactions from USPTO patents (1976-2016). Predict the product of the given reaction. (1) The product is: [CH2:34]([S:36]([NH:1][C@@H:2]([C:10]([OH:12])=[O:11])[CH2:3][C:4]1[CH:9]=[CH:8][CH:7]=[CH:6][CH:5]=1)(=[O:38])=[O:37])[CH3:35]. Given the reactants [NH2:1][C@@H:2]([C:10]([OH:12])=[O:11])[CH2:3][C:4]1[CH:9]=[CH:8][CH:7]=[CH:6][CH:5]=1.C/C(/O[Si](C)(C)C)=N\[Si](C)(C)C.C(N(CC)C(C)C)(C)C.[CH2:34]([S:36](Cl)(=[O:38])=[O:37])[CH3:35], predict the reaction product. (2) Given the reactants Br[CH2:2][C:3]([N:5]1[CH2:11][C:10]2[CH:12]=[CH:13][CH:14]=[CH:15][C:9]=2[O:8][C:7]2[CH:16]=[CH:17][CH:18]=[CH:19][C:6]1=2)=[O:4].[OH:20][C:21]1[CH:30]=[CH:29][C:24]([C:25]([O:27][CH3:28])=[O:26])=[CH:23][CH:22]=1.C(=O)([O-])[O-].[Cs+].[Cs+], predict the reaction product. The product is: [CH:12]1[C:10]2[CH2:11][N:5]([C:3](=[O:4])[CH2:2][O:20][C:21]3[CH:22]=[CH:23][C:24]([C:25]([O:27][CH3:28])=[O:26])=[CH:29][CH:30]=3)[C:6]3[CH:19]=[CH:18][CH:17]=[CH:16][C:7]=3[O:8][C:9]=2[CH:15]=[CH:14][CH:13]=1. (3) Given the reactants Br[C:2]1[CH:23]=[CH:22][C:5]([C:6]([NH:8][S:9]([C:12]2[CH:17]=[CH:16][CH:15]=[CH:14][C:13]=2[S:18](=[O:21])(=[O:20])[NH2:19])(=[O:11])=[O:10])=[O:7])=[CH:4][C:3]=1[O:24][CH2:25][CH2:26][O:27][CH2:28][CH2:29][O:30][CH3:31].[CH3:32][C:33]([CH3:46])([CH3:45])[C:34]#[C:35]B(OC(C)C)OC(C)C, predict the reaction product. The product is: [CH3:32][C:33]([CH3:46])([CH3:45])[C:34]#[C:35][C:2]1[CH:23]=[CH:22][C:5]([C:6]([NH:8][S:9]([C:12]2[CH:17]=[CH:16][CH:15]=[CH:14][C:13]=2[S:18](=[O:21])(=[O:20])[NH2:19])(=[O:11])=[O:10])=[O:7])=[CH:4][C:3]=1[O:24][CH2:25][CH2:26][O:27][CH2:28][CH2:29][O:30][CH3:31]. (4) Given the reactants [Cl:1][C:2]1[CH:3]=[CH:4][C:5]2[N:11]3[C:12]([CH:15]([CH3:17])[CH3:16])=[N:13][N:14]=[C:10]3[CH:9]([CH2:18][C:19]([N:21]3[CH2:26][CH2:25][CH:24]([C:27]([O:29]C)=[O:28])[CH2:23][CH2:22]3)=[O:20])[O:8][CH:7]([C:31]3[CH:36]=[CH:35][CH:34]=[C:33]([O:37][CH3:38])[C:32]=3[O:39][CH3:40])[C:6]=2[CH:41]=1.Cl, predict the reaction product. The product is: [Cl:1][C:2]1[CH:3]=[CH:4][C:5]2[N:11]3[C:12]([CH:15]([CH3:16])[CH3:17])=[N:13][N:14]=[C:10]3[CH:9]([CH2:18][C:19]([N:21]3[CH2:22][CH2:23][CH:24]([C:27]([OH:29])=[O:28])[CH2:25][CH2:26]3)=[O:20])[O:8][CH:7]([C:31]3[CH:36]=[CH:35][CH:34]=[C:33]([O:37][CH3:38])[C:32]=3[O:39][CH3:40])[C:6]=2[CH:41]=1. (5) Given the reactants FC(F)(F)C(O)=O.[CH:8]([N:11]1[C:15]([C:16]2[N:17]=[C:18]3[C:24]4[CH:25]=[CH:26][C:27]([N:29]5[CH2:33][CH2:32][CH2:31][C@H:30]5[C:34]([O:36]C(C)(C)C)=[O:35])=[CH:28][C:23]=4[O:22][CH2:21][CH2:20][N:19]3[CH:41]=2)=[N:14][CH:13]=[N:12]1)([CH3:10])[CH3:9].C([SiH](CC)CC)C, predict the reaction product. The product is: [CH:8]([N:11]1[C:15]([C:16]2[N:17]=[C:18]3[C:24]4[CH:25]=[CH:26][C:27]([N:29]5[CH2:33][CH2:32][CH2:31][C@H:30]5[C:34]([OH:36])=[O:35])=[CH:28][C:23]=4[O:22][CH2:21][CH2:20][N:19]3[CH:41]=2)=[N:14][CH:13]=[N:12]1)([CH3:10])[CH3:9]. (6) The product is: [CH3:15][O:16][C:17]1[CH:18]=[C:19]([CH:22]=[CH:23][CH:24]=1)[CH2:20][O:8][C:7]1[CH:9]=[C:10]([OH:11])[CH:12]=[CH:13][CH:14]=1. Given the reactants C(=O)([O-])[O-].[K+].[K+].[C:7]1([CH:14]=[CH:13][CH:12]=[C:10]([OH:11])[CH:9]=1)[OH:8].[CH3:15][O:16][C:17]1[CH:18]=[C:19]([CH:22]=[CH:23][CH:24]=1)[CH2:20]Br, predict the reaction product.